From a dataset of Reaction yield outcomes from USPTO patents with 853,638 reactions. Predict the reaction yield, written as a fraction of the theoretical maximum amount of product (1.0 means a 100% yield; for example, 0.34 means a 34% yield). The reactants are [CH3:1][N:2]([CH3:21])[C:3](=[O:20])[C:4]1[CH:9]=[CH:8][C:7](B2OC(C)(C)C(C)(C)O2)=[C:6]([CH3:19])[CH:5]=1.Br[C:23]1[N:28]=[C:27]([C:29]2[NH:38][C:37](=[O:39])[C:36]3[C:31](=[CH:32][C:33]([O:42][CH3:43])=[CH:34][C:35]=3[O:40][CH3:41])[N:30]=2)[CH:26]=[CH:25][C:24]=1[O:44][CH3:45].C(=O)([O-])[O-].[Na+].[Na+]. The catalyst is C1(C)C=CC=CC=1.CCO.O.C1C=CC([P]([Pd]([P](C2C=CC=CC=2)(C2C=CC=CC=2)C2C=CC=CC=2)([P](C2C=CC=CC=2)(C2C=CC=CC=2)C2C=CC=CC=2)[P](C2C=CC=CC=2)(C2C=CC=CC=2)C2C=CC=CC=2)(C2C=CC=CC=2)C2C=CC=CC=2)=CC=1. The product is [CH3:41][O:40][C:35]1[CH:34]=[C:33]([O:42][CH3:43])[CH:32]=[C:31]2[C:36]=1[C:37](=[O:39])[NH:38][C:29]([C:27]1[N:28]=[C:23]([C:7]3[CH:8]=[CH:9][C:4]([C:3]([N:2]([CH3:1])[CH3:21])=[O:20])=[CH:5][C:6]=3[CH3:19])[C:24]([O:44][CH3:45])=[CH:25][CH:26]=1)=[N:30]2. The yield is 0.640.